This data is from Full USPTO retrosynthesis dataset with 1.9M reactions from patents (1976-2016). The task is: Predict the reactants needed to synthesize the given product. (1) Given the product [CH3:1][O:2][C:3]1[CH:4]=[C:5]([CH:32]=[CH:33][CH:34]=1)[CH2:6][NH:7][C:8]([C:10]1[S:31][C:13]2[N:14]([CH3:30])[C:15](=[O:29])[N:16]([CH2:19][C:20]3[CH:21]=[N:22][C:23]([NH2:26])=[CH:24][CH:25]=3)[C:17](=[O:18])[C:12]=2[CH:11]=1)=[O:9], predict the reactants needed to synthesize it. The reactants are: [CH3:1][O:2][C:3]1[CH:4]=[C:5]([CH:32]=[CH:33][CH:34]=1)[CH2:6][NH:7][C:8]([C:10]1[S:31][C:13]2[N:14]([CH3:30])[C:15](=[O:29])[N:16]([CH2:19][C:20]3[CH:21]=[N:22][C:23]([N+:26]([O-])=O)=[CH:24][CH:25]=3)[C:17](=[O:18])[C:12]=2[CH:11]=1)=[O:9]. (2) Given the product [CH3:6][O:7][C:8]1[CH:13]=[CH:12][C:11]([O:14][Si:2]([CH3:5])([CH3:4])[CH3:1])=[CH:10][CH:9]=1, predict the reactants needed to synthesize it. The reactants are: [CH3:1][Si:2]([CH3:5])([CH3:4])Cl.[CH3:6][O:7][C:8]1[CH:13]=[CH:12][C:11]([OH:14])=[CH:10][CH:9]=1.C(N(CC)CC)C. (3) Given the product [CH3:1][C:2]1[CH:14]=[CH:13][C:5]([N:6]([CH2:10][CH2:11][CH3:12])[CH2:7][CH2:8][CH3:9])=[CH:4][C:3]=1[NH2:15], predict the reactants needed to synthesize it. The reactants are: [CH3:1][C:2]1[CH:14]=[CH:13][C:5]([N:6]([CH2:10][CH2:11][CH3:12])[CH2:7][CH2:8][CH3:9])=[CH:4][C:3]=1[N+:15]([O-])=O. (4) Given the product [Cl:1][C:2]1[CH:7]=[C:6]([C:14]2[CH2:15][CH2:16][CH:11]([CH3:10])[CH2:12][CH:13]=2)[N:5]=[C:4]([NH2:9])[N:3]=1, predict the reactants needed to synthesize it. The reactants are: [Cl:1][C:2]1[CH:7]=[C:6](Cl)[N:5]=[C:4]([NH2:9])[N:3]=1.[CH3:10][CH:11]1[CH2:16][CH2:15][C:14](B(O)O)=[CH:13][CH2:12]1.C([O-])([O-])=O.[Na+].[Na+].